From a dataset of Reaction yield outcomes from USPTO patents with 853,638 reactions. Predict the reaction yield, written as a fraction of the theoretical maximum amount of product (1.0 means a 100% yield; for example, 0.34 means a 34% yield). (1) The reactants are [CH2:1]([O:3][C:4](=[O:17])[CH2:5][O:6][C:7]1[CH:12]=[CH:11][C:10](Br)=[CH:9][C:8]=1[N+:14]([O-:16])=[O:15])[CH3:2].[C:18]([C:20]1[CH:25]=[CH:24][CH:23]=[C:22]([F:26])[CH:21]=1)#[CH:19].C(N(CC)CC)C. The catalyst is CN(C)C=O.[Cu](I)I. The product is [CH2:1]([O:3][C:4](=[O:17])[CH2:5][O:6][C:7]1[CH:12]=[CH:11][C:10]([C:19]#[C:18][C:20]2[CH:25]=[CH:24][CH:23]=[C:22]([F:26])[CH:21]=2)=[CH:9][C:8]=1[N+:14]([O-:16])=[O:15])[CH3:2]. The yield is 0.520. (2) The reactants are [Br:1][C:2]1[CH:3]=[CH:4][CH:5]=[C:6]2[C:11]=1[N:10]=[CH:9][CH:8]=[C:7]2[CH:12]=[O:13].P(O)(O)([O-])=[O:15].[Na+].Cl([O-])=O.[Na+].[O-]S([O-])(=S)=O.[Na+].[Na+]. The catalyst is C1COCC1.O. The product is [Br:1][C:2]1[CH:3]=[CH:4][CH:5]=[C:6]2[C:11]=1[N:10]=[CH:9][CH:8]=[C:7]2[C:12]([OH:15])=[O:13]. The yield is 0.940.